This data is from Forward reaction prediction with 1.9M reactions from USPTO patents (1976-2016). The task is: Predict the product of the given reaction. Given the reactants Br[C:2]1[C:7]([CH3:8])=[CH:6][CH:5]=[CH:4][N:3]=1.[C:9]([O:13][C:14]([C:16]1[CH:17]=[C:18](B(O)O)[CH:19]=[CH:20][CH:21]=1)=[O:15])([CH3:12])([CH3:11])[CH3:10].C(=O)([O-])[O-].[K+].[K+], predict the reaction product. The product is: [CH3:8][C:7]1[C:2]([C:20]2[CH:21]=[C:16]([CH:17]=[CH:18][CH:19]=2)[C:14]([O:13][C:9]([CH3:11])([CH3:12])[CH3:10])=[O:15])=[N:3][CH:4]=[CH:5][CH:6]=1.